From a dataset of Catalyst prediction with 721,799 reactions and 888 catalyst types from USPTO. Predict which catalyst facilitates the given reaction. (1) Reactant: [F:1][C:2]1[CH:3]=[C:4]([C:13]2[CH:14]=[C:15]([C:26]3[CH:31]=[CH:30][C:29]([O:32][CH2:33][CH2:34][O:35]COCCOC)=[CH:28][CH:27]=3)[CH:16]=[C:17]([O:19]COCCOC)[CH:18]=2)[CH:5]=[CH:6][C:7]=1[O:8][CH2:9][CH2:10][CH2:11][OH:12].Cl. Product: [F:1][C:2]1[CH:3]=[C:4]([C:13]2[CH:14]=[C:15]([C:26]3[CH:31]=[CH:30][C:29]([O:32][CH2:33][CH2:34][OH:35])=[CH:28][CH:27]=3)[CH:16]=[C:17]([OH:19])[CH:18]=2)[CH:5]=[CH:6][C:7]=1[O:8][CH2:9][CH2:10][CH2:11][OH:12]. The catalyst class is: 5. (2) Reactant: [C:1]([C:5]1[CH:6]=[C:7]2[C:12](=[C:13]([F:15])[CH:14]=1)[C:11](=[O:16])[N:10]([C:17]1[C:18]([CH2:45][OH:46])=[C:19]([N:23]3[CH:27]=[C:26]([C:28]#[N:29])[C:25]([NH:30][C:31]4[CH:36]=[CH:35][C:34]([C:37]([N:39]5[CH2:44][CH2:43][O:42][CH2:41][CH2:40]5)=[O:38])=[CH:33][CH:32]=4)=[N:24]3)[CH:20]=[CH:21][CH:22]=1)[N:9]=[CH:8]2)([CH3:4])([CH3:3])[CH3:2].C1C[O:50]CC1. Product: [C:1]([C:5]1[CH:6]=[C:7]2[C:12](=[C:13]([F:15])[CH:14]=1)[C:11](=[O:16])[N:10]([C:17]1[C:18]([CH2:45][OH:46])=[C:19]([N:23]3[CH:27]=[C:26]([C:28]([NH2:29])=[O:50])[C:25]([NH:30][C:31]4[CH:36]=[CH:35][C:34]([C:37]([N:39]5[CH2:40][CH2:41][O:42][CH2:43][CH2:44]5)=[O:38])=[CH:33][CH:32]=4)=[N:24]3)[CH:20]=[CH:21][CH:22]=1)[N:9]=[CH:8]2)([CH3:4])([CH3:2])[CH3:3]. The catalyst class is: 6.